Dataset: NCI-60 drug combinations with 297,098 pairs across 59 cell lines. Task: Regression. Given two drug SMILES strings and cell line genomic features, predict the synergy score measuring deviation from expected non-interaction effect. Drug 1: C1=NC2=C(N1)C(=S)N=CN2. Drug 2: COC1=C2C(=CC3=C1OC=C3)C=CC(=O)O2. Cell line: NCI-H460. Synergy scores: CSS=16.1, Synergy_ZIP=-3.84, Synergy_Bliss=0.784, Synergy_Loewe=-35.7, Synergy_HSA=-0.311.